This data is from Forward reaction prediction with 1.9M reactions from USPTO patents (1976-2016). The task is: Predict the product of the given reaction. (1) The product is: [CH3:5][C:6]1[N:15]=[C:14]([CH3:16])[CH:13]=[C:12]2[C:7]=1[CH:8]=[C:9]([C:18]1[CH:23]=[CH:22][CH:21]=[CH:20][CH:19]=1)[C:10](=[O:2])[NH:11]2. Given the reactants N([O-])=[O:2].[Na+].[CH3:5][C:6]1[N:15]=[C:14]([CH3:16])[CH:13]=[C:12]2[C:7]=1[CH:8]=[C:9]([C:18]1[CH:23]=[CH:22][CH:21]=[CH:20][CH:19]=1)[C:10](N)=[N:11]2.Cl, predict the reaction product. (2) Given the reactants Br[C:2]1[CH:24]=[CH:23][C:5]([CH2:6][N:7]2[C:12]3[C:13]4[CH:19]=[CH:18][CH:17]=[CH:16][C:14]=4[S:15][C:11]=3[C:10](=[O:20])[N:9]([OH:21])[C:8]2=[O:22])=[CH:4][CH:3]=1.[C:25]([C:28]1[CH:33]=[CH:32][C:31](B(O)O)=[CH:30][CH:29]=1)(=[O:27])[CH3:26], predict the reaction product. The product is: [C:25]([C:28]1[CH:33]=[CH:32][C:31]([C:2]2[CH:3]=[CH:4][C:5]([CH2:6][N:7]3[C:12]4[C:13]5[CH:19]=[CH:18][CH:17]=[CH:16][C:14]=5[S:15][C:11]=4[C:10](=[O:20])[N:9]([OH:21])[C:8]3=[O:22])=[CH:23][CH:24]=2)=[CH:30][CH:29]=1)(=[O:27])[CH3:26]. (3) Given the reactants [Br:1][C:2]1[CH:3]=[CH:4][C:5]([O:12][CH3:13])=[C:6]2[C:11]=1[CH2:10][NH:9][CH2:8][CH2:7]2.[CH:14]([C:17]1[CH:22]=[CH:21][C:20]([CH2:23][C:24](O)=[O:25])=[CH:19][CH:18]=1)([CH3:16])[CH3:15].C(N(CC)CC)C.CN(C(ON1N=NC2C=CC=NC1=2)=[N+](C)C)C.F[P-](F)(F)(F)(F)F, predict the reaction product. The product is: [Br:1][C:2]1[CH:3]=[CH:4][C:5]([O:12][CH3:13])=[C:6]2[C:11]=1[CH2:10][N:9]([C:24](=[O:25])[CH2:23][C:20]1[CH:21]=[CH:22][C:17]([CH:14]([CH3:15])[CH3:16])=[CH:18][CH:19]=1)[CH2:8][CH2:7]2. (4) Given the reactants [Cl:1][C:2]1[CH:3]=[C:4]([CH:9]=[C:10]([Cl:24])[C:11]=1[O:12][C:13]1[CH:18]=[CH:17][C:16]([O:19][CH3:20])=[C:15]([CH:21]([CH3:23])[CH3:22])[CH:14]=1)[C:5](OC)=[O:6].CC(C[AlH]CC(C)C)C, predict the reaction product. The product is: [CH:21]([C:15]1[CH:14]=[C:13]([CH:18]=[CH:17][C:16]=1[O:19][CH3:20])[O:12][C:11]1[C:10]([Cl:24])=[CH:9][C:4]([CH2:5][OH:6])=[CH:3][C:2]=1[Cl:1])([CH3:23])[CH3:22]. (5) Given the reactants [Br:1][CH2:2]/[CH:3]=[CH:4]/[C:5]([NH:7][C:8]1[CH:9]=[C:10]2[C:15](=[CH:16][C:17]=1[O:18][CH3:19])[N:14]=[CH:13][N:12]=[C:11]2[NH:20][C:21]1[CH:26]=[CH:25][C:24]([F:27])=[C:23]([Cl:28])[CH:22]=1)=[O:6].[CH:29]1(CO)[CH2:31][CH2:30]1, predict the reaction product. The product is: [Br:1][CH2:2]/[CH:3]=[CH:4]/[C:5]([NH:7][C:8]1[CH:9]=[C:10]2[C:15](=[CH:16][C:17]=1[O:18][CH2:19][CH:29]1[CH2:31][CH2:30]1)[N:14]=[CH:13][N:12]=[C:11]2[NH:20][C:21]1[CH:26]=[CH:25][C:24]([F:27])=[C:23]([Cl:28])[CH:22]=1)=[O:6]. (6) Given the reactants Br[C:2]1[CH:3]=[C:4]2[C:8](=[CH:9][C:10]=1[O:11][CH3:12])[C:7](=[O:13])[CH:6]([CH2:14][C:15]1[CH:20]=[CH:19][C:18]([S:21][C:22]([F:25])([F:24])[F:23])=[CH:17][CH:16]=1)[CH2:5]2.[CH3:26][N:27]1[CH2:32][CH2:31][CH:30]([NH2:33])[CH2:29][CH2:28]1.C(=O)([O-])[O-].[Cs+].[Cs+].C1C=CC(P(C2C(C3C(P(C4C=CC=CC=4)C4C=CC=CC=4)=CC=C4C=3C=CC=C4)=C3C(C=CC=C3)=CC=2)C2C=CC=CC=2)=CC=1, predict the reaction product. The product is: [CH3:12][O:11][C:10]1[CH:9]=[C:8]2[C:4]([CH2:5][CH:6]([CH2:14][C:15]3[CH:20]=[CH:19][C:18]([S:21][C:22]([F:25])([F:24])[F:23])=[CH:17][CH:16]=3)[C:7]2=[O:13])=[CH:3][C:2]=1[NH:33][CH:30]1[CH2:31][CH2:32][N:27]([CH3:26])[CH2:28][CH2:29]1. (7) Given the reactants [CH2:1]([NH2:3])[CH3:2].C(=O)([O-])[O-].[K+].[K+].N1C=CC=CC=1.Cl[C:17]1[CH:25]=[C:24]([Cl:26])[CH:23]=[CH:22][C:18]=1[C:19]([OH:21])=[O:20], predict the reaction product. The product is: [Cl:26][C:24]1[CH:23]=[CH:22][C:18]([C:19]([OH:21])=[O:20])=[C:17]([NH:3][CH2:1][CH3:2])[CH:25]=1.